From a dataset of Reaction yield outcomes from USPTO patents with 853,638 reactions. Predict the reaction yield, written as a fraction of the theoretical maximum amount of product (1.0 means a 100% yield; for example, 0.34 means a 34% yield). (1) The reactants are [NH:1]1[CH:5]=[C:4]([C:6]#[N:7])[N:3]=[CH:2]1.[CH3:8][Si:9]([CH3:16])([CH3:15])[CH2:10][CH2:11][O:12][CH2:13]Cl.C([O-])([O-])=O.[K+].[K+].CC(C)=O. The catalyst is CCOC(C)=O. The product is [CH3:8][Si:9]([CH3:16])([CH3:15])[CH2:10][CH2:11][O:12][CH2:13][N:1]1[CH:5]=[C:4]([C:6]#[N:7])[N:3]=[CH:2]1. The yield is 0.700. (2) The reactants are [CH3:1][S:2]([CH3:5])(=[O:4])=[O:3].[Li]CCCC.CN(P(N(C)C)(N(C)C)=O)C.[Br:22][C:23]1[CH:28]=[CH:27][C:26]([NH:29][C:30]2[C:31]([CH:40]=[O:41])=[CH:32][C:33]3[NH:37][CH:36]=[N:35][C:34]=3[C:38]=2[F:39])=[C:25]([Cl:42])[CH:24]=1. The product is [Br:22][C:23]1[CH:28]=[CH:27][C:26]([NH:29][C:30]2[C:31]([CH:40]([OH:41])[CH2:1][S:2]([CH3:5])(=[O:4])=[O:3])=[CH:32][C:33]3[NH:37][CH:36]=[N:35][C:34]=3[C:38]=2[F:39])=[C:25]([Cl:42])[CH:24]=1. The yield is 0.960. The catalyst is C1COCC1. (3) The reactants are [CH3:1][CH2:2][C@@H:3]1[NH:46][C:44](=[O:45])[C@H:43]([C@H:47]([OH:54])[C@@H:48]([CH2:50]/[CH:51]=[CH:52]/[CH3:53])[CH3:49])[N:42]([CH3:55])[C:40](=[O:41])[C@H:39]([CH:56]([CH3:58])[CH3:57])[N:38]([CH3:59])[C:36](=[O:37])[C@H:35]([CH2:60][CH:61]([CH3:63])[CH3:62])[N:34]([CH3:64])[C:32](=[O:33])[C@H:31]([CH2:65][CH:66]([CH3:68])[CH3:67])[N:30]([CH3:69])[C:28](=[O:29])[C@@H:27]([CH3:70])[NH:26][C:24](=[O:25])[C@H:23]([CH3:71])[NH:22][C:20](=[O:21])[C@H:19]([CH2:72][CH:73]([CH3:75])[CH3:74])[N:18]([CH3:76])[C:16](=[O:17])[C@H:15]([CH:77]([CH3:79])[CH3:78])[NH:14][C:12](=[O:13])[C@H:11]([CH2:80][CH:81]([CH3:83])[CH3:82])[N:10]([CH3:84])[C:8](=[O:9])[CH2:7][N:6]([CH3:85])[C:4]1=[O:5].N1C=CC=CC=1.[C:92]([O:95]C(=O)C)(=[O:94])[CH3:93]. The catalyst is C(OCC)(=O)C. The product is [CH3:1][CH2:2][C@@H:3]1[NH:46][C:44](=[O:45])[C@H:43]([C@H:47]([OH:54])[C@@H:48]([CH2:50]/[CH:51]=[CH:52]/[CH3:53])[CH3:49])[N:42]([CH3:55])[C:40](=[O:41])[C@H:39]([CH:56]([CH3:57])[CH3:58])[N:38]([CH3:59])[C:36](=[O:37])[C@H:35]([CH2:60][CH:61]([CH3:62])[CH3:63])[N:34]([CH3:64])[C:32](=[O:33])[C@H:31]([CH2:65][CH:66]([CH3:68])[CH3:67])[N:30]([CH3:69])[C:28](=[O:29])[C@@H:27]([CH3:70])[NH:26][C:24](=[O:25])[C@H:23]([CH3:71])[NH:22][C:20](=[O:21])[C@H:19]([CH2:72][CH:73]([CH3:75])[CH3:74])[N:18]([CH3:76])[C:16](=[O:17])[C@H:15]([CH:77]([CH3:79])[CH3:78])[NH:14][C:12](=[O:13])[C@H:11]([CH2:80][CH:81]([CH3:83])[CH3:82])[N:10]([CH3:84])[C:8](=[O:9])[CH2:7][N:6]([CH3:85])[C:4]1=[O:5].[C:92]([O-:95])(=[O:94])[CH3:93]. The yield is 0.950. (4) The product is [N:8]1[C:9]2[C:4](=[CH:3][C:2]([C:18]3[CH:19]=[C:20]([C:25]4[N:30]=[C:29]([C:31]5[CH:36]=[CH:35][C:34]([CH3:37])=[CH:33][CH:32]=5)[CH:28]=[C:27]([C:38]5[CH:43]=[CH:42][C:41]([CH3:44])=[CH:40][CH:39]=5)[N:26]=4)[CH:21]=[C:22]([C:13]4[CH:14]=[C:15]5[C:9](=[CH:4][CH:12]=4)[N:8]=[CH:7][CH:6]=[CH:5]5)[CH:23]=3)=[CH:11][CH:10]=2)[CH:5]=[CH:6][CH:7]=1. The yield is 0.650. The catalyst is O1CCCC1.CCCCCC.C1C=CC([P]([Pd]([P](C2C=CC=CC=2)(C2C=CC=CC=2)C2C=CC=CC=2)([P](C2C=CC=CC=2)(C2C=CC=CC=2)C2C=CC=CC=2)[P](C2C=CC=CC=2)(C2C=CC=CC=2)C2C=CC=CC=2)(C2C=CC=CC=2)C2C=CC=CC=2)=CC=1. The reactants are Br[C:2]1[CH:3]=[C:4]2[C:9](=[CH:10][CH:11]=1)[N:8]=[CH:7][CH:6]=[CH:5]2.[CH2:12]([Li])[CH2:13][CH2:14][CH3:15].Br[C:18]1[CH:19]=[C:20]([C:25]2[N:30]=[C:29]([C:31]3[CH:36]=[CH:35][C:34]([CH3:37])=[CH:33][CH:32]=3)[CH:28]=[C:27]([C:38]3[CH:43]=[CH:42][C:41]([CH3:44])=[CH:40][CH:39]=3)[N:26]=2)[CH:21]=[C:22](Br)[CH:23]=1. (5) The reactants are [NH2:1][C:2]([C:4]1[N:5]=[C:6]([C:9]2[CH:10]=[C:11]3[C:16](=[CH:17][CH:18]=2)[C:15](=[O:19])[N:14]([CH2:20][CH:21]([CH3:23])[CH3:22])[C:13]([CH2:24][NH:25][C:26](=[O:32])[O:27][C:28]([CH3:31])([CH3:30])[CH3:29])=[C:12]3[O:33][CH2:34][CH2:35][CH2:36][CH3:37])[S:7][CH:8]=1)=O.N1C(Cl)=NC(Cl)=NC=1Cl.CN(C)C=O. The catalyst is O. The product is [CH2:34]([O:33][C:12]1[C:11]2[C:16](=[CH:17][CH:18]=[C:9]([C:6]3[S:7][CH:8]=[C:4]([C:2]#[N:1])[N:5]=3)[CH:10]=2)[C:15](=[O:19])[N:14]([CH2:20][CH:21]([CH3:22])[CH3:23])[C:13]=1[CH2:24][NH:25][C:26](=[O:32])[O:27][C:28]([CH3:30])([CH3:29])[CH3:31])[CH2:35][CH2:36][CH3:37]. The yield is 0.933.